This data is from Reaction yield outcomes from USPTO patents with 853,638 reactions. The task is: Predict the reaction yield, written as a fraction of the theoretical maximum amount of product (1.0 means a 100% yield; for example, 0.34 means a 34% yield). (1) The yield is 1.00. The product is [CH3:22][S:23]([O:14]/[N:13]=[C:6]1\[CH2:7][C:8]2([CH2:12][CH2:11]2)[C:9]2[C:5]\1=[CH:4][CH:3]=[C:2]([Br:1])[CH:10]=2)(=[O:25])=[O:24]. The reactants are [Br:1][C:2]1[CH:10]=[C:9]2[C:5](/[C:6](=[N:13]/[OH:14])/[CH2:7][C:8]32[CH2:12][CH2:11]3)=[CH:4][CH:3]=1.C(N(CC)CC)C.[CH3:22][S:23](Cl)(=[O:25])=[O:24]. The catalyst is C1COCC1. (2) The reactants are [CH3:1][S:2][C:3]1[CH:8]=[CH:7][C:6]([NH:9][C:10]2[C:19]3[C:14](=[CH:15][CH:16]=[CH:17][CH:18]=3)[N:13]=[C:12]([CH3:20])[N:11]=2)=[CH:5][CH:4]=1.[H-].[Na+].[CH3:23]I. The catalyst is CN(C=O)C.CCOC(C)=O. The product is [CH3:1][S:2][C:3]1[CH:4]=[CH:5][C:6]([N:9]([C:10]2[C:19]3[C:14](=[CH:15][CH:16]=[CH:17][CH:18]=3)[N:13]=[C:12]([CH3:20])[N:11]=2)[CH3:23])=[CH:7][CH:8]=1. The yield is 0.407. (3) The reactants are [CH2:1]([Mg]Br)[CH3:2].[Cl:5][C:6]1[CH:7]=[CH:8][C:9]([C:27](OC)=[O:28])=[C:10]2[C:14]=1[N:13]=[C:12]1[N:15]([C:19]3[CH:24]=[CH:23][C:22]([Cl:25])=[CH:21][C:20]=3[Cl:26])[CH2:16][CH2:17][CH2:18][N:11]21.O1CC[CH2:33][CH2:32]1. No catalyst specified. The product is [Cl:5][C:6]1[C:14]2[N:13]=[C:12]3[N:15]([C:19]4[CH:24]=[CH:23][C:22]([Cl:25])=[CH:21][C:20]=4[Cl:26])[CH2:16][CH2:17][CH2:18][N:11]3[C:10]=2[C:9]([C:27]([OH:28])([CH2:1][CH3:2])[CH2:32][CH3:33])=[CH:8][CH:7]=1. The yield is 0.490. (4) The reactants are [Cl:1][C:2]1[CH:3]=[C:4]([C:9]2[C:13]([CH2:14][CH2:15][C:16]([OH:18])=[O:17])=[CH:12][O:11][N:10]=2)[CH:5]=[CH:6][C:7]=1[F:8].S(=O)(=O)(O)O.[CH3:24]O. No catalyst specified. The product is [Cl:1][C:2]1[CH:3]=[C:4]([C:9]2[C:13]([CH2:14][CH2:15][C:16]([O:18][CH3:24])=[O:17])=[CH:12][O:11][N:10]=2)[CH:5]=[CH:6][C:7]=1[F:8]. The yield is 0.960. (5) The reactants are [C:1]([C:3]1[CH:4]=[C:5]([CH3:16])[C:6]([C:9]([O:11]C(C)(C)C)=[O:10])=[N:7][CH:8]=1)#[N:2].C(O)(C(F)(F)F)=O. The catalyst is ClCCl. The product is [C:1]([C:3]1[CH:4]=[C:5]([CH3:16])[C:6]([C:9]([OH:11])=[O:10])=[N:7][CH:8]=1)#[N:2]. The yield is 0.940. (6) The reactants are [OH:1][C:2]1[CH:3]=[C:4]2[C:9](=[CH:10][CH:11]=1)[CH2:8][NH:7][CH:6]([C:12]([OH:14])=[O:13])[CH2:5]2.C([O-])(O)=O.[Na+].[CH3:20][C:21]([O:24][C:25](O[C:25]([O:24][C:21]([CH3:23])([CH3:22])[CH3:20])=[O:26])=[O:26])([CH3:23])[CH3:22].Cl. The catalyst is C1COCC1.O.C(Cl)Cl. The product is [C:21]([O:24][C:25]([N:7]1[CH:6]([C:12]([OH:14])=[O:13])[CH2:5][C:4]2[C:9](=[CH:10][CH:11]=[C:2]([OH:1])[CH:3]=2)[CH2:8]1)=[O:26])([CH3:23])([CH3:22])[CH3:20]. The yield is 0.890. (7) The reactants are [O:1]1[CH2:6][CH2:5][CH2:4][CH2:3][CH:2]1[O:7][CH2:8][C:9]1([OH:12])[CH2:11][CH2:10]1.[C:13](O)(=[O:20])[C:14]1[CH:19]=[CH:18][CH:17]=[CH:16][CH:15]=1.CCN=C=NCCCN(C)C. The catalyst is C(Cl)Cl.CN(C1C=CN=CC=1)C. The yield is 0.700. The product is [C:13]([O:12][C:9]1([CH2:8][O:7][CH:2]2[CH2:3][CH2:4][CH2:5][CH2:6][O:1]2)[CH2:10][CH2:11]1)(=[O:20])[C:14]1[CH:19]=[CH:18][CH:17]=[CH:16][CH:15]=1.